Dataset: TCR-epitope binding with 47,182 pairs between 192 epitopes and 23,139 TCRs. Task: Binary Classification. Given a T-cell receptor sequence (or CDR3 region) and an epitope sequence, predict whether binding occurs between them. (1) The epitope is TLVPQEHYV. The TCR CDR3 sequence is CASSLAPGNYYYGYTF. Result: 1 (the TCR binds to the epitope). (2) The epitope is SSNVANYQK. The TCR CDR3 sequence is CASSQMEQLEQYF. Result: 0 (the TCR does not bind to the epitope). (3) The epitope is HTTDPSFLGRY. The TCR CDR3 sequence is CASSLDFGGASAFF. Result: 0 (the TCR does not bind to the epitope). (4) The epitope is PKYVKQNTLKLAT. The TCR CDR3 sequence is CASSVAPGSSEAFF. Result: 1 (the TCR binds to the epitope). (5) The epitope is HPKVSSEVHI. The TCR CDR3 sequence is CASSTGAIEQFF. Result: 0 (the TCR does not bind to the epitope). (6) The epitope is SEPVLKGVKL. The TCR CDR3 sequence is CASSELNSRGTDTQYF. Result: 1 (the TCR binds to the epitope). (7) The epitope is SEVGPEHSLAEY. The TCR CDR3 sequence is CASSLPGLAENQETQYF. Result: 0 (the TCR does not bind to the epitope). (8) The epitope is PKYVKQNTLKLAT. The TCR CDR3 sequence is CASSPPLGAQQFF. Result: 0 (the TCR does not bind to the epitope).